This data is from Reaction yield outcomes from USPTO patents with 853,638 reactions. The task is: Predict the reaction yield, written as a fraction of the theoretical maximum amount of product (1.0 means a 100% yield; for example, 0.34 means a 34% yield). (1) The reactants are [CH2:1]([C:3]1[N:7]([C:8]2[N:16]=[C:15]3[C:11]([N:12]=[C:13]([C:18]4([OH:24])[CH2:23][CH2:22][NH:21][CH2:20][CH2:19]4)[N:14]3[CH3:17])=[C:10]([N:25]3[CH2:30][CH2:29][O:28][CH2:27][CH2:26]3)[N:9]=2)[C:6]2[CH:31]=[CH:32][CH:33]=[CH:34][C:5]=2[N:4]=1)[CH3:2].[OH:35][C:36]([CH3:41])([CH3:40])[C:37](O)=[O:38].CCN(C(C)C)C(C)C.CN(C(ON1N=NC2C=CC=NC1=2)=[N+](C)C)C.F[P-](F)(F)(F)(F)F. The catalyst is C(Cl)Cl. The product is [CH2:1]([C:3]1[N:7]([C:8]2[N:16]=[C:15]3[C:11]([N:12]=[C:13]([C:18]4([OH:24])[CH2:19][CH2:20][N:21]([C:37](=[O:38])[C:36]([OH:35])([CH3:41])[CH3:40])[CH2:22][CH2:23]4)[N:14]3[CH3:17])=[C:10]([N:25]3[CH2:26][CH2:27][O:28][CH2:29][CH2:30]3)[N:9]=2)[C:6]2[CH:31]=[CH:32][CH:33]=[CH:34][C:5]=2[N:4]=1)[CH3:2]. The yield is 0.340. (2) The reactants are [NH2:1][C:2]1[C:7]2[N:8]=[C:9]([S:21][C:22]3[C:30]([O:31][CH3:32])=[CH:29][C:25]4[O:26][CH2:27][O:28][C:24]=4[CH:23]=3)[N:10]([CH2:11][CH2:12][NH:13]C(=O)OC(C)(C)C)[C:6]=2[CH:5]=[CH:4][N:3]=1.C(O)(C(F)(F)F)=O.C([O-])([O-])=O.[Na+].[Na+]. The catalyst is C(Cl)Cl. The product is [NH2:13][CH2:12][CH2:11][N:10]1[C:6]2[CH:5]=[CH:4][N:3]=[C:2]([NH2:1])[C:7]=2[N:8]=[C:9]1[S:21][C:22]1[C:30]([O:31][CH3:32])=[CH:29][C:25]2[O:26][CH2:27][O:28][C:24]=2[CH:23]=1. The yield is 0.930. (3) The reactants are [CH3:1][C:2]1[CH:6]=[C:5]([C:7]([OH:9])=O)[O:4][N:3]=1.C(N1C=CN=C1)(N1C=CN=C1)=O.[CH2:22]1[NH:27][CH2:26][CH2:25][N:24]2[C:28](=[O:31])[CH2:29][CH2:30][C@@H:23]12. The catalyst is CC#N. The product is [CH3:1][C:2]1[CH:6]=[C:5]([C:7]([N:27]2[CH2:26][CH2:25][N:24]3[C:28](=[O:31])[CH2:29][CH2:30][C@H:23]3[CH2:22]2)=[O:9])[O:4][N:3]=1. The yield is 0.820. (4) The product is [CH3:3][N:4]1[C:12]2[C:7](=[CH:8][CH:9]=[CH:10][CH:11]=2)[C:6]2([CH2:16][CH2:15]2)[C:5]1=[O:13]. The reactants are [H-].[Na+].[CH3:3][N:4]1[C:12]2[C:7](=[CH:8][CH:9]=[CH:10][CH:11]=2)[CH2:6][C:5]1=[O:13].Br[CH2:15][CH2:16]Br. The yield is 0.500. The catalyst is CN(C=O)C. (5) The reactants are [Cl:1][C:2]1[CH:7]=[C:6](Cl)[N:5]=[C:4]([N:9]2[CH:13]=[CH:12][C:11]([C:14]([F:17])([F:16])[F:15])=[N:10]2)[N:3]=1.[CH3:18][O-:19].[Na+]. The catalyst is CO. The product is [Cl:1][C:2]1[N:3]=[C:4]([N:9]2[CH:13]=[CH:12][C:11]([C:14]([F:17])([F:16])[F:15])=[N:10]2)[N:5]=[C:6]([O:19][CH3:18])[CH:7]=1. The yield is 0.680. (6) The reactants are [NH2:1][CH:2]([CH:14]([CH3:17])[CH2:15][CH3:16])[C:3]([NH:5][CH2:6][CH2:7][N:8]1[CH2:13][CH2:12][O:11][CH2:10][CH2:9]1)=[O:4].O.O.[CH2:20]([S:26]([OH:29])(=[O:28])=[O:27])[CH2:21][S:22]([OH:25])(=[O:24])=[O:23]. The catalyst is CO. The product is [S:22]([CH2:21][CH2:20][S:26]([OH:29])(=[O:28])=[O:27])([OH:25])(=[O:24])=[O:23].[NH2:1][CH:2]([CH:14]([CH3:17])[CH2:15][CH3:16])[C:3]([NH:5][CH2:6][CH2:7][N:8]1[CH2:13][CH2:12][O:11][CH2:10][CH2:9]1)=[O:4]. The yield is 0.930.